Dataset: Reaction yield outcomes from USPTO patents with 853,638 reactions. Task: Predict the reaction yield, written as a fraction of the theoretical maximum amount of product (1.0 means a 100% yield; for example, 0.34 means a 34% yield). (1) The catalyst is CN(C=O)C. The reactants are CN(C)[CH:3]=[C:4]([C:14]1[CH:19]=[CH:18][N:17]=[C:16]([S:20][CH3:21])[N:15]=1)[C:5]([C:7]1[CH:12]=[CH:11][C:10]([F:13])=[CH:9][CH:8]=1)=O.[C:23]([CH2:25][C:26]([NH2:28])=[O:27])#[N:24].C[O-].[Na+]. The yield is 0.590. The product is [F:13][C:10]1[CH:9]=[CH:8][C:7]([C:5]2[N:28]=[C:26]([OH:27])[C:25]([C:23]#[N:24])=[CH:3][C:4]=2[C:14]2[CH:19]=[CH:18][N:17]=[C:16]([S:20][CH3:21])[N:15]=2)=[CH:12][CH:11]=1. (2) The product is [CH3:1][O:2][CH2:3][CH2:4][O:5][C:6]1[CH:7]=[C:8]2[C:12](=[C:13]([N:15]([CH3:25])[S:16]([C:19]3[N:20]([CH3:24])[CH:21]=[CH:22][N:23]=3)(=[O:18])=[O:17])[CH:14]=1)[NH:11][C:10]([C:26]([OH:28])=[O:27])=[CH:9]2. The reactants are [CH3:1][O:2][CH2:3][CH2:4][O:5][C:6]1[CH:7]=[C:8]2[C:12](=[C:13]([N:15]([CH3:25])[S:16]([C:19]3[N:20]([CH3:24])[CH:21]=[CH:22][N:23]=3)(=[O:18])=[O:17])[CH:14]=1)[NH:11][C:10]([C:26]([O:28]CC)=[O:27])=[CH:9]2.Cl. The yield is 0.950. The catalyst is O1CCCC1.C(O)C.[OH-].[Na+]. (3) The reactants are [Cl:1][C:2]1[N:7]=[C:6]([NH:8][NH:9][C:10](=[O:29])[C@H:11]([CH2:23][CH:24]2[CH2:28][CH2:27][CH2:26][CH2:25]2)[CH2:12][N:13]([O:16]C2CCCCO2)[CH:14]=[O:15])[C:5]([F:30])=[C:4]([N:31]2[CH2:36][CH2:35][N:34]([CH3:37])[CH2:33][CH2:32]2)[N:3]=1.CC(O)=O. The catalyst is O. The product is [Cl:1][C:2]1[N:7]=[C:6]([NH:8][NH:9][C:10](=[O:29])[C@H:11]([CH2:23][CH:24]2[CH2:25][CH2:26][CH2:27][CH2:28]2)[CH2:12][N:13]([OH:16])[CH:14]=[O:15])[C:5]([F:30])=[C:4]([N:31]2[CH2:36][CH2:35][N:34]([CH3:37])[CH2:33][CH2:32]2)[N:3]=1. The yield is 0.470. (4) The reactants are C(OC(=O)[N:7]([CH2:27][C:28](=[O:30])[CH3:29])[C:8]1[S:9][C:10]([C:13]2[CH:18]=[CH:17][N:16]=[C:15]([NH:19][C:20]3[CH:21]=[C:22]([CH3:26])[CH:23]=[CH:24][CH:25]=3)[N:14]=2)=[CH:11][CH:12]=1)(C)(C)C.Cl. The catalyst is O1CCOCC1. The product is [C:22]1([CH3:26])[CH:23]=[CH:24][CH:25]=[C:20]([NH:19][C:15]2[N:14]=[C:13]([C:10]3[S:9][C:8]([NH:7][CH2:27][C:28](=[O:30])[CH3:29])=[CH:12][CH:11]=3)[CH:18]=[CH:17][N:16]=2)[CH:21]=1. The yield is 0.105. (5) The reactants are [N+:1]([C:4]1[CH:14]=[CH:13][CH:12]=[C:11]2[C:5]=1[CH:6]=[CH:7][O:8][C:9]2=O)([O-:3])=[O:2].[NH3:15]. The catalyst is C(O)C. The product is [N+:1]([C:4]1[CH:14]=[CH:13][CH:12]=[C:11]2[C:5]=1[CH:6]=[CH:7][NH:15][C:9]2=[O:8])([O-:3])=[O:2]. The yield is 0.797.